From a dataset of Catalyst prediction with 721,799 reactions and 888 catalyst types from USPTO. Predict which catalyst facilitates the given reaction. (1) Reactant: [CH:1]1[C:10]2[C:11]3[CH2:17][CH2:16][CH2:15][CH2:14][CH2:13][C:12]=3[N:8]3[C:9]=2[C:4]([CH2:5][CH2:6][CH2:7]3)=[CH:3][C:2]=1[NH2:18].[S:19]1[CH:23]=[CH:22][CH:21]=[C:20]1[C:24](Cl)=[O:25]. Product: [CH:1]1[C:10]2[C:11]3[CH2:17][CH2:16][CH2:15][CH2:14][CH2:13][C:12]=3[N:8]3[C:9]=2[C:4]([CH2:5][CH2:6][CH2:7]3)=[CH:3][C:2]=1[NH:18][C:24]([C:20]1[S:19][CH:23]=[CH:22][CH:21]=1)=[O:25]. The catalyst class is: 4. (2) Reactant: [Cl:1][C:2]1[CH:3]=[C:4]([C@@H:9]2[O:15][CH2:14][CH2:13][N:12]([C:16]([O:18][C:19]([CH3:22])([CH3:21])[CH3:20])=[O:17])[CH2:11][C@H:10]2[NH:23]C(OCC[Si](C)(C)C)=O)[CH:5]=[CH:6][C:7]=1[Cl:8].[F-].C([N+](CCCC)(CCCC)CCCC)CCC. Product: [NH2:23][C@H:10]1[C@H:9]([C:4]2[CH:5]=[CH:6][C:7]([Cl:8])=[C:2]([Cl:1])[CH:3]=2)[O:15][CH2:14][CH2:13][N:12]([C:16]([O:18][C:19]([CH3:22])([CH3:21])[CH3:20])=[O:17])[CH2:11]1. The catalyst class is: 56.